From a dataset of NCI-60 drug combinations with 297,098 pairs across 59 cell lines. Regression. Given two drug SMILES strings and cell line genomic features, predict the synergy score measuring deviation from expected non-interaction effect. (1) Drug 1: C1=CC(=CC=C1C#N)C(C2=CC=C(C=C2)C#N)N3C=NC=N3. Drug 2: CS(=O)(=O)OCCCCOS(=O)(=O)C. Cell line: UACC-257. Synergy scores: CSS=3.67, Synergy_ZIP=-0.840, Synergy_Bliss=0.639, Synergy_Loewe=1.70, Synergy_HSA=1.19. (2) Drug 1: CC1=C(C=C(C=C1)NC(=O)C2=CC=C(C=C2)CN3CCN(CC3)C)NC4=NC=CC(=N4)C5=CN=CC=C5. Drug 2: C(CCl)NC(=O)N(CCCl)N=O. Cell line: BT-549. Synergy scores: CSS=1.18, Synergy_ZIP=5.26, Synergy_Bliss=-1.78, Synergy_Loewe=-4.54, Synergy_HSA=-3.51. (3) Drug 1: CCCCC(=O)OCC(=O)C1(CC(C2=C(C1)C(=C3C(=C2O)C(=O)C4=C(C3=O)C=CC=C4OC)O)OC5CC(C(C(O5)C)O)NC(=O)C(F)(F)F)O. Drug 2: CCCCCOC(=O)NC1=NC(=O)N(C=C1F)C2C(C(C(O2)C)O)O. Cell line: HCC-2998. Synergy scores: CSS=52.9, Synergy_ZIP=4.64, Synergy_Bliss=3.40, Synergy_Loewe=-13.9, Synergy_HSA=1.16. (4) Drug 1: COC1=CC(=CC(=C1O)OC)C2C3C(COC3=O)C(C4=CC5=C(C=C24)OCO5)OC6C(C(C7C(O6)COC(O7)C8=CC=CS8)O)O. Drug 2: COCCOC1=C(C=C2C(=C1)C(=NC=N2)NC3=CC=CC(=C3)C#C)OCCOC.Cl. Cell line: NCI-H226. Synergy scores: CSS=30.8, Synergy_ZIP=-1.69, Synergy_Bliss=5.91, Synergy_Loewe=-3.23, Synergy_HSA=6.95. (5) Drug 1: CC1=CC=C(C=C1)C2=CC(=NN2C3=CC=C(C=C3)S(=O)(=O)N)C(F)(F)F. Drug 2: CC1=C2C(C(=O)C3(C(CC4C(C3C(C(C2(C)C)(CC1OC(=O)C(C(C5=CC=CC=C5)NC(=O)C6=CC=CC=C6)O)O)OC(=O)C7=CC=CC=C7)(CO4)OC(=O)C)O)C)OC(=O)C. Cell line: CAKI-1. Synergy scores: CSS=10.7, Synergy_ZIP=5.91, Synergy_Bliss=6.95, Synergy_Loewe=-12.9, Synergy_HSA=5.38. (6) Drug 1: C1=CC(=CC=C1C#N)C(C2=CC=C(C=C2)C#N)N3C=NC=N3. Drug 2: CC1=C2C(C(=O)C3(C(CC4C(C3C(C(C2(C)C)(CC1OC(=O)C(C(C5=CC=CC=C5)NC(=O)OC(C)(C)C)O)O)OC(=O)C6=CC=CC=C6)(CO4)OC(=O)C)O)C)O. Cell line: KM12. Synergy scores: CSS=-1.22, Synergy_ZIP=-1.09, Synergy_Bliss=-4.83, Synergy_Loewe=-5.67, Synergy_HSA=-5.46. (7) Synergy scores: CSS=-2.07, Synergy_ZIP=-1.44, Synergy_Bliss=-3.01, Synergy_Loewe=-7.32, Synergy_HSA=-6.13. Cell line: A549. Drug 1: CCC(=C(C1=CC=CC=C1)C2=CC=C(C=C2)OCCN(C)C)C3=CC=CC=C3.C(C(=O)O)C(CC(=O)O)(C(=O)O)O. Drug 2: C1=CC=C(C(=C1)C(C2=CC=C(C=C2)Cl)C(Cl)Cl)Cl. (8) Drug 1: CCC1=C2CN3C(=CC4=C(C3=O)COC(=O)C4(CC)O)C2=NC5=C1C=C(C=C5)O. Drug 2: CC1CCCC2(C(O2)CC(NC(=O)CC(C(C(=O)C(C1O)C)(C)C)O)C(=CC3=CSC(=N3)C)C)C. Cell line: SN12C. Synergy scores: CSS=59.0, Synergy_ZIP=-2.39, Synergy_Bliss=-2.95, Synergy_Loewe=-0.919, Synergy_HSA=0.302.